This data is from Catalyst prediction with 721,799 reactions and 888 catalyst types from USPTO. The task is: Predict which catalyst facilitates the given reaction. Reactant: C(=O)([O-])[O-].[K+].[K+].[Br:7][C:8]1[CH:13]=[CH:12][C:11]([NH:14][C:15]2[C:24]3[C:19](=[CH:20][C:21]([OH:27])=[C:22]([O:25][CH3:26])[CH:23]=3)[N:18]=[CH:17][N:16]=2)=[C:10]([F:28])[CH:9]=1.S(O[CH2:40][CH:41]1[CH2:46][CH2:45][N:44]([C:47]([O:49][C:50]([CH3:53])([CH3:52])[CH3:51])=[O:48])[CH2:43][CH2:42]1)(C1C=CC(C)=CC=1)(=O)=O. Product: [Br:7][C:8]1[CH:13]=[CH:12][C:11]([NH:14][C:15]2[C:24]3[C:19](=[CH:20][C:21]([O:27][CH2:40][CH:41]4[CH2:46][CH2:45][N:44]([C:47]([O:49][C:50]([CH3:51])([CH3:53])[CH3:52])=[O:48])[CH2:43][CH2:42]4)=[C:22]([O:25][CH3:26])[CH:23]=3)[N:18]=[CH:17][N:16]=2)=[C:10]([F:28])[CH:9]=1. The catalyst class is: 9.